This data is from Full USPTO retrosynthesis dataset with 1.9M reactions from patents (1976-2016). The task is: Predict the reactants needed to synthesize the given product. (1) Given the product [Br:1][C:2]1[CH:3]=[C:4]([NH:11][S:22]([CH3:21])(=[O:24])=[O:23])[C:5]([N:8]([CH3:9])[CH3:10])=[N:6][CH:7]=1, predict the reactants needed to synthesize it. The reactants are: [Br:1][C:2]1[CH:3]=[C:4]([NH2:11])[C:5]([N:8]([CH3:10])[CH3:9])=[N:6][CH:7]=1.C(N(C(C)C)CC)(C)C.[CH3:21][S:22](Cl)(=[O:24])=[O:23].[OH-].[K+]. (2) Given the product [F:1][C:2]1[CH:3]=[C:4]([C:11]2[C:12]([SH:17])=[N:13][CH:14]=[CH:15][CH:16]=2)[CH:5]=[C:6]([F:10])[C:7]=1[O:8][CH3:9], predict the reactants needed to synthesize it. The reactants are: [F:1][C:2]1[CH:3]=[C:4]([C:11]2[C:12]([S:17]CC3C=CC(OC)=CC=3)=[N:13][CH:14]=[CH:15][CH:16]=2)[CH:5]=[C:6]([F:10])[C:7]=1[O:8][CH3:9].C1(OC)C=CC=CC=1.OS(C(F)(F)F)(=O)=O.C(=O)(O)[O-].[Na+].